Dataset: Catalyst prediction with 721,799 reactions and 888 catalyst types from USPTO. Task: Predict which catalyst facilitates the given reaction. (1) The catalyst class is: 574. Reactant: [CH3:1][C:2]1[N:7]=[C:6]([NH:8]/[C:9](/[NH:18]C(=O)OC(C)(C)C)=[N:10]/C(=O)OC(C)(C)C)[CH:5]=[CH:4][C:3]=1[S:26][CH3:27]. Product: [CH3:1][C:2]1[N:7]=[C:6]([NH:8][C:9]([NH2:18])=[NH:10])[CH:5]=[CH:4][C:3]=1[S:26][CH3:27]. (2) Reactant: [Cl:1][C:2]1[C:7]([Cl:8])=[C:6]([C:9]2[S:13][C:12]([C:14]#[CH:15])=[N:11][C:10]=2[C:16]([N:18]2[CH2:23][CH2:22][CH2:21][CH2:20][C@@H:19]2[CH3:24])=[O:17])[CH:5]=[CH:4][C:3]=1[S:25]([NH:28][C@@H:29]([CH3:34])[C:30]([F:33])([F:32])[F:31])(=[O:27])=[O:26].[N-:35]=[N+:36]=[N-:37].[Na+].[NH4+].[Cl-].O. Product: [Cl:1][C:2]1[C:7]([Cl:8])=[C:6]([C:9]2[S:13][C:12]([C:14]3[NH:37][N:36]=[N:35][CH:15]=3)=[N:11][C:10]=2[C:16]([N:18]2[CH2:23][CH2:22][CH2:21][CH2:20][C@@H:19]2[CH3:24])=[O:17])[CH:5]=[CH:4][C:3]=1[S:25]([NH:28][C@@H:29]([CH3:34])[C:30]([F:31])([F:32])[F:33])(=[O:26])=[O:27]. The catalyst class is: 3. (3) Reactant: [N+:1]([C:4]1[CH:11]=[CH:10][CH:9]=[CH:8][C:5]=1[CH:6]=O)([O-:3])=[O:2].[C:12]([O-:15])(=[O:14])[CH3:13].[CH2:16]([PH+](CC)CC)[CH3:17].C(=O)([O-])[O-].[K+].[K+]. Product: [N+:1]([C:4]1[CH:11]=[CH:10][CH:9]=[CH:8][C:5]=1[CH2:6][CH2:13][C:12]([O:15][CH2:16][CH3:17])=[O:14])([O-:3])=[O:2]. The catalyst class is: 8. (4) Reactant: [N+:1]([C:4]1[CH:34]=[CH:33][C:7]([O:8][CH2:9][CH2:10][O:11][CH2:12][CH2:13][O:14][CH2:15][CH2:16][O:17][CH2:18][CH2:19][O:20][CH2:21][CH2:22][O:23][CH2:24][CH2:25][O:26][CH:27]2[CH2:32][CH2:31][CH2:30][CH2:29][O:28]2)=[CH:6][CH:5]=1)([O-])=O. Product: [O:28]1[CH2:29][CH2:30][CH2:31][CH2:32][CH:27]1[O:26][CH2:25][CH2:24][O:23][CH2:22][CH2:21][O:20][CH2:19][CH2:18][O:17][CH2:16][CH2:15][O:14][CH2:13][CH2:12][O:11][CH2:10][CH2:9][O:8][C:7]1[CH:33]=[CH:34][C:4]([NH2:1])=[CH:5][CH:6]=1. The catalyst class is: 45. (5) Product: [OH:1][C:2]1[CH:15]=[C:14]2[C:5]([C@@:6]3([CH3:17])[C@@H:11]([CH2:12][CH2:13]2)[CH2:10][C:9](=[O:16])[CH2:8][CH2:7]3)=[CH:4][CH:3]=1. Reactant: [OH:1][C:2]1[CH:15]=[C:14]2[C:5]([C:6]3([CH3:17])[C:11]([CH2:12][CH2:13]2)=[CH:10][C:9](=[O:16])[CH2:8][CH2:7]3)=[CH:4][CH:3]=1. The catalyst class is: 123. (6) Reactant: [Cl:1][C:2]1[CH:3]=[C:4](/[C:12](=[N:16]\[O:17][CH:18]2[CH2:23][CH2:22][CH2:21][CH2:20][CH2:19]2)/[C:13](O)=[O:14])[CH:5]=[CH:6][C:7]=1[S:8]([CH3:11])(=[O:10])=[O:9].[NH2:24][C:25]1[S:26][C:27]2[CH:33]=[CH:32][CH:31]=[CH:30][C:28]=2[N:29]=1.C(N(CC)C(C)C)(C)C. Product: [S:26]1[C:27]2[CH:33]=[CH:32][CH:31]=[CH:30][C:28]=2[N:29]=[C:25]1[NH:24][C:13](=[O:14])/[C:12](/[C:4]1[CH:5]=[CH:6][C:7]([S:8]([CH3:11])(=[O:10])=[O:9])=[C:2]([Cl:1])[CH:3]=1)=[N:16]/[O:17][CH:18]1[CH2:19][CH2:20][CH2:21][CH2:22][CH2:23]1. The catalyst class is: 10.